Dataset: Forward reaction prediction with 1.9M reactions from USPTO patents (1976-2016). Task: Predict the product of the given reaction. (1) Given the reactants [NH2:1][CH:2]([CH2:28][C:29]1[CH:34]=[CH:33][C:32]([F:35])=[CH:31][CH:30]=1)[C:3]([N:5]1[CH2:10][C:9](=[O:11])[N:8]([CH2:12][CH2:13][C:14]2[CH:23]=[CH:22][C:21]3[C:16](=[CH:17][CH:18]=[CH:19][CH:20]=3)[CH:15]=2)[CH2:7][CH:6]1[CH2:24][CH2:25][C:26]#[N:27])=[O:4].[C:36]([NH:39][C@H:40]([C:49](O)=[O:50])[CH2:41][C:42]1[CH:47]=[CH:46][C:45]([OH:48])=[CH:44][CH:43]=1)(=[O:38])[CH3:37].ON1C2C=CC=CC=2N=N1.CN1CCOCC1.CN(C)CCCN=C=NCC, predict the reaction product. The product is: [C:36]([NH:39][CH:40]([CH2:41][C:42]1[CH:43]=[CH:44][C:45]([OH:48])=[CH:46][CH:47]=1)[C:49]([NH:1][CH:2]([CH2:28][C:29]1[CH:34]=[CH:33][C:32]([F:35])=[CH:31][CH:30]=1)[C:3]([N:5]1[CH2:10][C:9](=[O:11])[N:8]([CH2:12][CH2:13][C:14]2[CH:23]=[CH:22][C:21]3[C:16](=[CH:17][CH:18]=[CH:19][CH:20]=3)[CH:15]=2)[CH2:7][CH:6]1[CH2:24][CH2:25][C:26]#[N:27])=[O:4])=[O:50])(=[O:38])[CH3:37]. (2) The product is: [CH:27]1([C:4]([CH:40]2[CH2:41][CH2:42]2)([C:6]2[CH:11]=[CH:10][N:9]=[C:8]([NH:12][C:13]3[CH:18]=[CH:17][C:16]([N:19]4[CH:23]=[C:22]([CH3:24])[N:21]=[CH:20]4)=[C:15]([O:25][CH3:26])[CH:14]=3)[N:7]=2)[OH:5])[CH2:29][CH2:28]1. Given the reactants C(O[C:4]([C:6]1[CH:11]=[CH:10][N:9]=[C:8]([NH:12][C:13]2[CH:18]=[CH:17][C:16]([N:19]3[CH:23]=[C:22]([CH3:24])[N:21]=[CH:20]3)=[C:15]([O:25][CH3:26])[CH:14]=2)[N:7]=1)=[O:5])C.[CH:27]1([Mg]Br)[CH2:29][CH2:28]1.C(=O)([O-])[O-].[Na+].[Na+].O1[CH2:42][CH2:41][CH2:40]C1, predict the reaction product.